From a dataset of Peptide-MHC class II binding affinity with 134,281 pairs from IEDB. Regression. Given a peptide amino acid sequence and an MHC pseudo amino acid sequence, predict their binding affinity value. This is MHC class II binding data. The peptide sequence is MTDPHAMRDMAGRFE. The MHC is HLA-DQA10501-DQB10301 with pseudo-sequence HLA-DQA10501-DQB10301. The binding affinity (normalized) is 0.212.